Dataset: Peptide-MHC class I binding affinity with 185,985 pairs from IEDB/IMGT. Task: Regression. Given a peptide amino acid sequence and an MHC pseudo amino acid sequence, predict their binding affinity value. This is MHC class I binding data. (1) The peptide sequence is ILALPILLAV. The MHC is HLA-A68:02 with pseudo-sequence HLA-A68:02. The binding affinity (normalized) is 0.345. (2) The peptide sequence is YARAGSSSH. The MHC is HLA-B07:02 with pseudo-sequence HLA-B07:02. The binding affinity (normalized) is 0.695. (3) The peptide sequence is EIAQHGAWY. The MHC is HLA-B15:09 with pseudo-sequence HLA-B15:09. The binding affinity (normalized) is 0.0847. (4) The peptide sequence is SCRVKLSAL. The MHC is HLA-B08:02 with pseudo-sequence HLA-B08:02. The binding affinity (normalized) is 0.0847. (5) The peptide sequence is LMPLARFWL. The MHC is HLA-A11:01 with pseudo-sequence HLA-A11:01. The binding affinity (normalized) is 0.0847.